This data is from Forward reaction prediction with 1.9M reactions from USPTO patents (1976-2016). The task is: Predict the product of the given reaction. (1) Given the reactants [C:1]([C:4]1[N:9]=[C:8]([C:10]2[CH:15]=[CH:14][C:13]([O:16][C:17]3[CH:22]=[CH:21][C:20]([F:23])=[CH:19][CH:18]=3)=[CH:12][CH:11]=2)[N:7]=[C:6]([NH:24][C@@H:25]([CH3:30])[C:26]([O:28]C)=O)[CH:5]=1)(=[O:3])[NH2:2].CO.[NH3:33], predict the reaction product. The product is: [NH2:33][C:26](=[O:28])[C@@H:25]([NH:24][C:6]1[N:7]=[C:8]([C:10]2[CH:15]=[CH:14][C:13]([O:16][C:17]3[CH:18]=[CH:19][C:20]([F:23])=[CH:21][CH:22]=3)=[CH:12][CH:11]=2)[N:9]=[C:4]([C:1]([NH2:2])=[O:3])[CH:5]=1)[CH3:30]. (2) Given the reactants [CH3:1][O:2][C:3]1[CH:4]=[C:5]2[C:10](=[CH:11][CH:12]=1)[CH:9]=[C:8]([C:13]1[O:14][C:15]3[CH:21]=[CH:20][CH:19]=[CH:18][C:16]=3[CH:17]=1)[CH:7]=[CH:6]2.[C:22](Cl)(=[O:27])[CH2:23][CH2:24][CH2:25][CH3:26].[Sn](Cl)(Cl)(Cl)Cl, predict the reaction product. The product is: [CH3:1][O:2][C:3]1[CH:4]=[C:5]2[C:10](=[CH:11][CH:12]=1)[CH:9]=[C:8]([C:13]1[O:14][C:15]3[CH:21]=[CH:20][CH:19]=[CH:18][C:16]=3[C:17]=1[C:22](=[O:27])[CH2:23][CH2:24][CH2:25][CH3:26])[CH:7]=[CH:6]2. (3) The product is: [Cl:12][C:13]1[CH:18]=[C:17]([Cl:19])[N:16]=[C:15]([NH:7][C:6]2[CH:8]=[C:2]([F:1])[CH:3]=[CH:4][C:5]=2[N+:9]([O-:11])=[O:10])[N:14]=1. Given the reactants [F:1][C:2]1[CH:3]=[CH:4][C:5]([N+:9]([O-:11])=[O:10])=[C:6]([CH:8]=1)[NH2:7].[Cl:12][C:13]1[CH:18]=[C:17]([Cl:19])[N:16]=[C:15](S(C)(=O)=O)[N:14]=1.C1COCC1.CCC([O-])(C)C.[Na+], predict the reaction product. (4) Given the reactants C(OC(=O)[NH:7][CH2:8][CH2:9][NH:10][C:11]1[C:12]([O:26][C:27]2[CH:32]=[CH:31][C:30]([O:33][CH3:34])=[CH:29][CH:28]=2)=[N:13][C:14]([O:17][C:18]2[CH:23]=[CH:22][C:21]([O:24][CH3:25])=[CH:20][CH:19]=2)=[N:15][CH:16]=1)(C)(C)C.C(O)(C(F)(F)F)=O, predict the reaction product. The product is: [CH3:25][O:24][C:21]1[CH:22]=[CH:23][C:18]([O:17][C:14]2[N:13]=[C:12]([O:26][C:27]3[CH:32]=[CH:31][C:30]([O:33][CH3:34])=[CH:29][CH:28]=3)[C:11]([NH:10][CH2:9][CH2:8][NH2:7])=[CH:16][N:15]=2)=[CH:19][CH:20]=1. (5) Given the reactants [OH-:1].[Na+].[CH2:3]([NH:7][C:8](=[O:18])[C:9]1[CH:14]=[CH:13]C(C#N)=[CH:11][C:10]=1[CH3:17])[CH2:4][CH2:5][CH3:6].[CH2:19]([OH:21])[CH3:20], predict the reaction product. The product is: [CH2:3]([NH:7][C:8](=[O:18])[C:9]1[CH:14]=[CH:13][C:20]([C:19]([OH:1])=[O:21])=[CH:11][C:10]=1[CH3:17])[CH2:4][CH2:5][CH3:6]. (6) Given the reactants [CH2:1]([O:8][C:9]1[CH:18]=[CH:17][CH:16]=[C:15]2[C:10]=1[CH2:11][CH2:12][CH2:13][CH:14]2[C:19]([N:21]([C:28]1[CH:33]=[CH:32][C:31]([CH:34]([CH3:36])[CH3:35])=[CH:30][CH:29]=1)[CH2:22][C:23]1[CH:24]=[N:25][NH:26][CH:27]=1)=[O:20])[C:2]1[CH:7]=[CH:6][CH:5]=[CH:4][CH:3]=1.[CH3:37]I, predict the reaction product. The product is: [CH2:1]([O:8][C:9]1[CH:18]=[CH:17][CH:16]=[C:15]2[C:10]=1[CH2:11][CH2:12][CH2:13][CH:14]2[C:19]([N:21]([C:28]1[CH:29]=[CH:30][C:31]([CH:34]([CH3:36])[CH3:35])=[CH:32][CH:33]=1)[CH2:22][C:23]1[CH:27]=[N:26][N:25]([CH3:37])[CH:24]=1)=[O:20])[C:2]1[CH:3]=[CH:4][CH:5]=[CH:6][CH:7]=1. (7) The product is: [Cl:1][C:2]1[CH:7]=[CH:6][C:5]([C:8]([N:16]2[C:24]3[C:19](=[C:20]([NH:25][C:26](=[O:32])[O:27][C:28]([CH3:31])([CH3:30])[CH3:29])[CH:21]=[CH:22][CH:23]=3)[CH:18]=[N:17]2)([CH2:9][CH3:10])[CH2:11][C:12]([F:14])([F:15])[F:13])=[CH:4][CH:3]=1. Given the reactants [Cl:1][C:2]1[CH:7]=[CH:6][C:5]([C:8]([N:16]2[C:24]3[C:19](=[C:20]([NH:25][C:26](=[O:32])[O:27][C:28]([CH3:31])([CH3:30])[CH3:29])[CH:21]=[CH:22][CH:23]=3)[CH:18]=[N:17]2)([CH2:11][C:12]([F:15])([F:14])[F:13])[C:9]#[CH:10])=[CH:4][CH:3]=1, predict the reaction product. (8) Given the reactants [NH2:1][C:2]1[S:6][C:5]([C:7]2[CH:12]=[CH:11][C:10]([C:13]([OH:16])([CH3:15])[CH3:14])=[CH:9][CH:8]=2)=[N:4][C:3]=1[C:17]([NH2:19])=[O:18].CC(C1C=C(C(C)C)C(C2C=CC=CC=2P(C2CCCCC2)C2CCCCC2)=C(C(C)C)C=1)C.C(=O)([O-])[O-].[K+].[K+].Br[C:61]1[N:66]=[C:65]([CH2:67][N:68]2[CH2:73][CH2:72][O:71][CH2:70][CH2:69]2)[CH:64]=[CH:63][CH:62]=1, predict the reaction product. The product is: [OH:16][C:13]([C:10]1[CH:9]=[CH:8][C:7]([C:5]2[S:6][C:2]([NH:1][C:61]3[CH:62]=[CH:63][CH:64]=[C:65]([CH2:67][N:68]4[CH2:73][CH2:72][O:71][CH2:70][CH2:69]4)[N:66]=3)=[C:3]([C:17]([NH2:19])=[O:18])[N:4]=2)=[CH:12][CH:11]=1)([CH3:15])[CH3:14]. (9) Given the reactants [CH3:1][O:2][C:3](=[O:23])[C:4]1[CH:9]=[C:8]([N:10]2[CH:14]=[N:13][N:12]=[CH:11]2)[C:7]([C:15]([F:18])([F:17])[F:16])=[CH:6][C:5]=1[NH:19]C(=O)C.OS(O)(=O)=O, predict the reaction product. The product is: [CH3:1][O:2][C:3](=[O:23])[C:4]1[CH:9]=[C:8]([N:10]2[CH:11]=[N:12][N:13]=[CH:14]2)[C:7]([C:15]([F:18])([F:16])[F:17])=[CH:6][C:5]=1[NH2:19].